Dataset: NCI-60 drug combinations with 297,098 pairs across 59 cell lines. Task: Regression. Given two drug SMILES strings and cell line genomic features, predict the synergy score measuring deviation from expected non-interaction effect. (1) Drug 1: CC1C(C(CC(O1)OC2CC(CC3=C2C(=C4C(=C3O)C(=O)C5=C(C4=O)C(=CC=C5)OC)O)(C(=O)CO)O)N)O.Cl. Drug 2: CC(C)(C#N)C1=CC(=CC(=C1)CN2C=NC=N2)C(C)(C)C#N. Cell line: IGROV1. Synergy scores: CSS=4.21, Synergy_ZIP=-2.34, Synergy_Bliss=0.504, Synergy_Loewe=-2.27, Synergy_HSA=0.525. (2) Drug 1: CC1=C(C=C(C=C1)NC(=O)C2=CC=C(C=C2)CN3CCN(CC3)C)NC4=NC=CC(=N4)C5=CN=CC=C5. Drug 2: COC1=C2C(=CC3=C1OC=C3)C=CC(=O)O2. Cell line: NCI-H322M. Synergy scores: CSS=4.56, Synergy_ZIP=-1.74, Synergy_Bliss=1.03, Synergy_Loewe=-1.58, Synergy_HSA=0.899. (3) Drug 1: C1=CN(C(=O)N=C1N)C2C(C(C(O2)CO)O)O.Cl. Drug 2: C(CN)CNCCSP(=O)(O)O. Cell line: A498. Synergy scores: CSS=15.0, Synergy_ZIP=-3.93, Synergy_Bliss=4.51, Synergy_Loewe=-17.1, Synergy_HSA=2.49. (4) Drug 1: CC1=C(C=C(C=C1)NC2=NC=CC(=N2)N(C)C3=CC4=NN(C(=C4C=C3)C)C)S(=O)(=O)N.Cl. Drug 2: CC1CCCC2(C(O2)CC(NC(=O)CC(C(C(=O)C(C1O)C)(C)C)O)C(=CC3=CSC(=N3)C)C)C. Cell line: T-47D. Synergy scores: CSS=3.47, Synergy_ZIP=-1.57, Synergy_Bliss=-1.26, Synergy_Loewe=-1.38, Synergy_HSA=-1.29.